This data is from NCI-60 drug combinations with 297,098 pairs across 59 cell lines. The task is: Regression. Given two drug SMILES strings and cell line genomic features, predict the synergy score measuring deviation from expected non-interaction effect. (1) Drug 1: CC1=C(C=C(C=C1)NC2=NC=CC(=N2)N(C)C3=CC4=NN(C(=C4C=C3)C)C)S(=O)(=O)N.Cl. Drug 2: CCC1(C2=C(COC1=O)C(=O)N3CC4=CC5=C(C=CC(=C5CN(C)C)O)N=C4C3=C2)O.Cl. Cell line: HT29. Synergy scores: CSS=12.0, Synergy_ZIP=-6.04, Synergy_Bliss=1.53, Synergy_Loewe=-29.5, Synergy_HSA=-0.963. (2) Drug 1: CN1C2=C(C=C(C=C2)N(CCCl)CCCl)N=C1CCCC(=O)O.Cl. Drug 2: CCN(CC)CCCC(C)NC1=C2C=C(C=CC2=NC3=C1C=CC(=C3)Cl)OC. Cell line: NCIH23. Synergy scores: CSS=22.4, Synergy_ZIP=-4.60, Synergy_Bliss=-8.19, Synergy_Loewe=-7.11, Synergy_HSA=-4.08. (3) Drug 1: CC1=CC2C(CCC3(C2CCC3(C(=O)C)OC(=O)C)C)C4(C1=CC(=O)CC4)C. Drug 2: CS(=O)(=O)OCCCCOS(=O)(=O)C. Cell line: OVCAR-5. Synergy scores: CSS=-0.313, Synergy_ZIP=-0.255, Synergy_Bliss=-1.70, Synergy_Loewe=-8.21, Synergy_HSA=-5.21. (4) Drug 1: C1=CN(C=N1)CC(O)(P(=O)(O)O)P(=O)(O)O. Drug 2: CC1C(C(CC(O1)OC2CC(CC3=C2C(=C4C(=C3O)C(=O)C5=CC=CC=C5C4=O)O)(C(=O)C)O)N)O. Cell line: SW-620. Synergy scores: CSS=35.8, Synergy_ZIP=-1.83, Synergy_Bliss=-3.33, Synergy_Loewe=-34.2, Synergy_HSA=-2.38.